This data is from Acute oral toxicity (LD50) regression data from Zhu et al.. The task is: Regression/Classification. Given a drug SMILES string, predict its toxicity properties. Task type varies by dataset: regression for continuous values (e.g., LD50, hERG inhibition percentage) or binary classification for toxic/non-toxic outcomes (e.g., AMES mutagenicity, cardiotoxicity, hepatotoxicity). Dataset: ld50_zhu. (1) The rat oral LD50 is 2.44, given as -log10 of the dose in mol/kg body weight (higher means more acutely toxic). The compound is Nc1ccc(Oc2ccc(N)cc2)cc1. (2) The drug is C=CC(=O)OC1CC2CCC1C2. The rat oral LD50 is 1.47, given as -log10 of the dose in mol/kg body weight (higher means more acutely toxic).